Dataset: TCR-epitope binding with 47,182 pairs between 192 epitopes and 23,139 TCRs. Task: Binary Classification. Given a T-cell receptor sequence (or CDR3 region) and an epitope sequence, predict whether binding occurs between them. (1) The epitope is MPASWVMRI. The TCR CDR3 sequence is CASSGGLLRTDTQYF. Result: 1 (the TCR binds to the epitope). (2) The epitope is ATDALMTGY. The TCR CDR3 sequence is CASSSGTIGANVLTF. Result: 1 (the TCR binds to the epitope). (3) The epitope is QVPLRPMTYK. The TCR CDR3 sequence is CASSAYRGQANEQFF. Result: 1 (the TCR binds to the epitope). (4) The epitope is EPLPQGQLTAY. The TCR CDR3 sequence is CASSYSPRGTEAFF. Result: 0 (the TCR does not bind to the epitope). (5) The epitope is KRWIIMGLNK. The TCR CDR3 sequence is CASSNLDGTGELFF. Result: 0 (the TCR does not bind to the epitope).